The task is: Predict the reaction yield, written as a fraction of the theoretical maximum amount of product (1.0 means a 100% yield; for example, 0.34 means a 34% yield).. This data is from Reaction yield outcomes from USPTO patents with 853,638 reactions. (1) The reactants are CS(O[CH2:6][C@H:7]1[N:14]([S:15]([C:18]2[CH:19]=[CH:20][CH:21]=[C:22]3[C:27]=2[N:26]=[CH:25][CH:24]=[CH:23]3)(=[O:17])=[O:16])[CH2:13][C:12]2[CH:28]=[CH:29][CH:30]=[CH:31][C:11]=2[CH2:10][O:9][CH2:8]1)(=O)=O.CS(C)=O.C([O-])([O-])=O.[Cs+].[Cs+].[NH:42]1[CH:46]=[CH:45][CH:44]=[N:43]1. The catalyst is CC(=O)OCC. The product is [N:42]1([CH2:6][C@H:7]2[N:14]([S:15]([C:18]3[CH:19]=[CH:20][CH:21]=[C:22]4[C:27]=3[N:26]=[CH:25][CH:24]=[CH:23]4)(=[O:16])=[O:17])[CH2:13][C:12]3[CH:28]=[CH:29][CH:30]=[CH:31][C:11]=3[CH2:10][O:9][CH2:8]2)[CH:46]=[CH:45][CH:44]=[N:43]1. The yield is 0.320. (2) The reactants are [CH3:1][O:2][C:3]1[CH:4]=[C:5]2[C:9](=[CH:10][CH:11]=1)[C:8](=O)[CH:7]([C:13]([O:15][CH3:16])=[O:14])[CH2:6]2. The catalyst is C(O)(=O)C.Cl(O)(=O)(=O)=O. The product is [CH3:1][O:2][C:3]1[CH:4]=[C:5]2[C:9](=[CH:10][CH:11]=1)[CH2:8][CH:7]([C:13]([O:15][CH3:16])=[O:14])[CH2:6]2. The yield is 0.460. (3) The reactants are [CH3:1][C:2]1[N:7]=[C:6]([S:8](Cl)(=[O:10])=[O:9])[CH:5]=[CH:4][CH:3]=1.[NH2:12][C:13]1[CH:14]=[C:15]([CH:21]=[CH:22][CH:23]=1)[C:16]([O:18]CC)=[O:17].N1C=CC=CC=1S(NC1C=C(C=CC=1)C(O)=O)(=O)=O. No catalyst specified. The product is [CH3:1][C:2]1[N:7]=[C:6]([S:8]([NH:12][C:13]2[CH:14]=[C:15]([CH:21]=[CH:22][CH:23]=2)[C:16]([OH:18])=[O:17])(=[O:10])=[O:9])[CH:5]=[CH:4][CH:3]=1. The yield is 0.940. (4) The reactants are [Cl:1][C:2]1[N:10]([CH2:11][CH:12]=[CH2:13])[C:9]2[C:8](=[O:14])[NH:7][C:6](=[O:15])[NH:5][C:4]=2[N:3]=1.C(=O)([O-])[O-].[Na+].[Na+].[CH2:22](I)[CH2:23][CH2:24][CH2:25][CH3:26]. The catalyst is CN(C=O)C.O. The product is [Cl:1][C:2]1[N:10]([CH2:11][CH:12]=[CH2:13])[C:9]2[C:8](=[O:14])[NH:7][C:6](=[O:15])[N:5]([CH2:22][CH2:23][CH2:24][CH2:25][CH3:26])[C:4]=2[N:3]=1. The yield is 0.740. (5) The product is [F:26][CH:25]([F:27])[C:15]1[N:14]([C:4]2[N:5]=[C:6]([N:8]3[CH2:13][CH2:12][O:11][CH2:10][CH2:9]3)[N:7]=[C:2]([N:28]3[CH:32]=[CH:31][CH:30]=[N:29]3)[N:3]=2)[C:18]2[CH:19]=[CH:20][CH:21]=[C:22]([O:23][CH3:24])[C:17]=2[N:16]=1. The reactants are Cl[C:2]1[N:7]=[C:6]([N:8]2[CH2:13][CH2:12][O:11][CH2:10][CH2:9]2)[N:5]=[C:4]([N:14]2[C:18]3[CH:19]=[CH:20][CH:21]=[C:22]([O:23][CH3:24])[C:17]=3[N:16]=[C:15]2[CH:25]([F:27])[F:26])[N:3]=1.[NH:28]1[CH:32]=[CH:31][CH:30]=[N:29]1.CCN(C(C)C)C(C)C. The catalyst is O. The yield is 0.820. (6) The reactants are [CH2:1]([C:3]1[CH:4]=[C:5]([C:11]2[CH:12]=[C:13]3[C:17](=[CH:18][CH:19]=2)[C:16](=[O:20])[CH:15]([CH2:21][C:22]([NH:24][CH2:25][C:26]2[CH:31]=[N:30][C:29]([CH3:32])=[CH:28][N:27]=2)=[O:23])[CH2:14]3)[CH:6]=[CH:7][C:8]=1[O:9]C)[CH3:2].B(Br)(Br)Br.CCOC(C)=O.O. The catalyst is C(Cl)Cl. The product is [CH2:1]([C:3]1[CH:4]=[C:5]([C:11]2[CH:12]=[C:13]3[C:17](=[CH:18][CH:19]=2)[C:16](=[O:20])[CH:15]([CH2:21][C:22]([NH:24][CH2:25][C:26]2[CH:31]=[N:30][C:29]([CH3:32])=[CH:28][N:27]=2)=[O:23])[CH2:14]3)[CH:6]=[CH:7][C:8]=1[OH:9])[CH3:2]. The yield is 0.390.